The task is: Binary Classification. Given a T-cell receptor sequence (or CDR3 region) and an epitope sequence, predict whether binding occurs between them.. This data is from TCR-epitope binding with 47,182 pairs between 192 epitopes and 23,139 TCRs. (1) The epitope is NLSALGIFST. The TCR CDR3 sequence is CASSQSGAEAFF. Result: 1 (the TCR binds to the epitope). (2) The epitope is YIFFASFYY. The TCR CDR3 sequence is CASSQVHSAGGIAYEQYF. Result: 0 (the TCR does not bind to the epitope). (3) The epitope is LLQTGIHVRVSQPSL. The TCR CDR3 sequence is CASSSRQGGNQPQHF. Result: 1 (the TCR binds to the epitope). (4) The epitope is VLWAHGFEL. The TCR CDR3 sequence is CASSLVPNTGELFF. Result: 1 (the TCR binds to the epitope). (5) The epitope is KLVALGINAV. Result: 0 (the TCR does not bind to the epitope). The TCR CDR3 sequence is CASSLGSTNRNTIYF. (6) The epitope is RLRPGGKKK. The TCR CDR3 sequence is CASRLGRLAYEQYF. Result: 0 (the TCR does not bind to the epitope).